From a dataset of Forward reaction prediction with 1.9M reactions from USPTO patents (1976-2016). Predict the product of the given reaction. (1) Given the reactants [CH3:1][C:2]1([CH3:25])[CH2:11][CH2:10][C:9]([CH3:13])([CH3:12])[C:8]2[CH:7]=[C:6]([C:14]3[O:15][C:16]([CH:19]4[CH2:24][CH2:23][NH:22][CH2:21][CH2:20]4)=[CH:17][N:18]=3)[CH:5]=[CH:4][C:3]1=2.C([O:29][CH2:30][CH2:31][CH2:32][CH2:33]Br)(=O)C.[OH-].[Na+], predict the reaction product. The product is: [CH3:1][C:2]1([CH3:25])[CH2:11][CH2:10][C:9]([CH3:12])([CH3:13])[C:8]2[CH:7]=[C:6]([C:14]3[O:15][C:16]([CH:19]4[CH2:24][CH2:23][N:22]([CH2:33][CH2:32][CH2:31][CH2:30][OH:29])[CH2:21][CH2:20]4)=[CH:17][N:18]=3)[CH:5]=[CH:4][C:3]1=2. (2) Given the reactants [CH2:1]([C:5]12[CH2:17][CH2:16][C:15](=[O:18])[C:14]([C:19]([F:22])([F:21])[F:20])=[C:13]1[C:12]1[C:7](=[C:8]([Cl:25])[C:9]([O:23]C)=[CH:10][CH:11]=1)[CH2:6]2)[CH2:2][CH2:3][CH3:4].B(Br)(Br)Br, predict the reaction product. The product is: [CH2:1]([C:5]12[CH2:17][CH2:16][C:15](=[O:18])[C:14]([C:19]([F:21])([F:22])[F:20])=[C:13]1[C:12]1[C:7](=[C:8]([Cl:25])[C:9]([OH:23])=[CH:10][CH:11]=1)[CH2:6]2)[CH2:2][CH2:3][CH3:4]. (3) Given the reactants C(OC(=O)NCC1CCNCC1)(C)(C)C.C(OC(=O)[NH:22][CH2:23][CH:24]1[CH2:29][CH2:28][N:27]([C:30](=[O:49])[NH:31][C:32]2[S:33][C:34]3[C:40]([N:41]4[CH2:46][CH2:45][O:44][CH2:43][CH2:42]4)=[CH:39][CH:38]=[C:37]([O:47][CH3:48])[C:35]=3[N:36]=2)[CH2:26][CH2:25]1)(C)(C)C.FC(F)(F)C(O)=O.[CH3:58][S:59](Cl)(=[O:61])=[O:60].N1C=CC=CC=1, predict the reaction product. The product is: [CH3:48][O:47][C:37]1[C:35]2[N:36]=[C:32]([NH:31][C:30]([N:27]3[CH2:26][CH2:25][CH:24]([CH2:23][NH:22][S:59]([CH3:58])(=[O:61])=[O:60])[CH2:29][CH2:28]3)=[O:49])[S:33][C:34]=2[C:40]([N:41]2[CH2:42][CH2:43][O:44][CH2:45][CH2:46]2)=[CH:39][CH:38]=1. (4) Given the reactants [Br:1][C:2]1[N:3]=[C:4]([CH2:21][CH3:22])[C:5]([NH:10][C@@H:11]2[C:19]3[C:14](=[CH:15][CH:16]=[CH:17][CH:18]=3)[CH2:13][C@@H]2O)=[N:6][C:7]=1[CH2:8][CH3:9].C(C1C(NC2C3C=C[S:42]C=3CCC2)=NC(CC)=CN=1)C, predict the reaction product. The product is: [Br:1][C:2]1[N:3]=[C:4]([CH2:21][CH3:22])[C:5]([NH:10][CH:11]2[C:19]3[CH:14]=[CH:13][S:42][C:18]=3[CH2:17][CH2:16][CH2:15]2)=[N:6][C:7]=1[CH2:8][CH3:9]. (5) The product is: [N:14]1[CH:13]=[CH:12][CH:11]=[N:10][C:7]=1[C:1]1[CH:6]=[C:5]([CH:4]=[CH:3][CH:2]=1)[CH:18]=[O:19]. Given the reactants [C:1]1([CH3:7])[CH:6]=[CH:5][CH:4]=[CH:3][CH:2]=1.ClC1[N:14]=[CH:13][CH:12]=[CH:11][N:10]=1.CN([CH:18]=[O:19])C.C([O-])([O-])=O.[K+].[K+], predict the reaction product. (6) Given the reactants [CH3:1][N:2]1[C:6]2[CH:7]=[C:8]([N+:11]([O-])=O)[CH:9]=[CH:10][C:5]=2[NH:4][C:3]1=[O:14].[H][H], predict the reaction product. The product is: [NH2:11][C:8]1[CH:9]=[CH:10][C:5]2[NH:4][C:3](=[O:14])[N:2]([CH3:1])[C:6]=2[CH:7]=1. (7) Given the reactants [Cl:1][C:2]1[CH:7]=[CH:6][C:5]([C@H:8]2[C@@H:12]([C:13]3[CH:18]=[CH:17][C:16]([Cl:19])=[CH:15][CH:14]=3)[N:11]([C:20](Cl)=[O:21])[C:10]([C:23]3[CH:28]=[CH:27][C:26]([C:29]([C:32]#[N:33])([CH3:31])[CH3:30])=[CH:25][C:24]=3[O:34][CH2:35][CH3:36])=[N:9]2)=[CH:4][CH:3]=1.[N:37]1([CH2:43][C:44]([NH2:46])=[O:45])[CH2:42][CH2:41][NH:40][CH2:39][CH2:38]1, predict the reaction product. The product is: [Cl:1][C:2]1[CH:7]=[CH:6][C:5]([C@H:8]2[C@@H:12]([C:13]3[CH:18]=[CH:17][C:16]([Cl:19])=[CH:15][CH:14]=3)[N:11]([C:20]([N:40]3[CH2:41][CH2:42][N:37]([CH2:43][C:44]([NH2:46])=[O:45])[CH2:38][CH2:39]3)=[O:21])[C:10]([C:23]3[CH:28]=[CH:27][C:26]([C:29]([C:32]#[N:33])([CH3:31])[CH3:30])=[CH:25][C:24]=3[O:34][CH2:35][CH3:36])=[N:9]2)=[CH:4][CH:3]=1. (8) Given the reactants [CH:1]1([CH2:4][O:5][C:6]2[CH:7]=[C:8]([CH:12]=[CH:13][C:14]=2[CH2:15][NH:16][S:17]([CH3:20])(=[O:19])=[O:18])[C:9]([OH:11])=[O:10])[CH2:3][CH2:2]1.C1N=CN(C(N2C=NC=C2)=O)C=1.[CH2:33](O)[CH:34]=[CH2:35], predict the reaction product. The product is: [CH:1]1([CH2:4][O:5][C:6]2[CH:7]=[C:8]([CH:12]=[CH:13][C:14]=2[CH2:15][NH:16][S:17]([CH3:20])(=[O:19])=[O:18])[C:9]([O:11][CH2:35][CH:34]=[CH2:33])=[O:10])[CH2:3][CH2:2]1. (9) Given the reactants [CH:1]1[C:13]2[NH:12][C:11]3[C:6](=[CH:7][CH:8]=[CH:9][CH:10]=3)[C:5]=2[CH:4]=[C:3]([C:14]([O:16][CH2:17][CH3:18])=[O:15])[CH:2]=1.Br[C:20]1[CH:25]=[CH:24][CH:23]=[CH:22][CH:21]=1.P([O-])([O-])([O-])=O.[K+].[K+].[K+].CN(C)CCN, predict the reaction product. The product is: [C:20]1([N:12]2[C:13]3[CH:1]=[CH:2][C:3]([C:14]([O:16][CH2:17][CH3:18])=[O:15])=[CH:4][C:5]=3[C:6]3[C:11]2=[CH:10][CH:9]=[CH:8][CH:7]=3)[CH:25]=[CH:24][CH:23]=[CH:22][CH:21]=1.